This data is from Forward reaction prediction with 1.9M reactions from USPTO patents (1976-2016). The task is: Predict the product of the given reaction. Given the reactants [CH2:1]([O:3][C:4]([C@@H:6]1[C@@H:8]([CH2:9][OH:10])[NH:7]1)=[O:5])[CH3:2].[CH3:11][C:12]([Si:15](Cl)([CH3:17])[CH3:16])([CH3:14])[CH3:13].O, predict the reaction product. The product is: [CH2:1]([O:3][C:4]([CH:6]1[CH:8]([CH2:9][O:10][Si:15]([C:12]([CH3:14])([CH3:13])[CH3:11])([CH3:17])[CH3:16])[NH:7]1)=[O:5])[CH3:2].